Task: Predict the product of the given reaction.. Dataset: Forward reaction prediction with 1.9M reactions from USPTO patents (1976-2016) (1) The product is: [NH2:9][C:7]1[CH:6]=[CH:5][C:4]([P:12]([C:17]2[CH:18]=[CH:19][CH:20]=[CH:21][CH:22]=2)(=[O:16])[O:13][CH2:14][CH3:15])=[C:3]([O:2][CH3:1])[CH:8]=1. Given the reactants [CH3:1][O:2][C:3]1[CH:8]=[C:7]([N+:9]([O-])=O)[CH:6]=[CH:5][C:4]=1[P:12]([C:17]1[CH:22]=[CH:21][CH:20]=[CH:19][CH:18]=1)(=[O:16])[O:13][CH2:14][CH3:15], predict the reaction product. (2) Given the reactants [F:1][C:2]([F:16])([F:15])[C:3]1[CH:14]=[CH:13][C:6]2[S:7][C:8]([C:10](Cl)=[O:11])=[CH:9][C:5]=2[CH:4]=1.[CH3:17][CH2:18][CH2:19][CH2:20][CH2:21][OH:22], predict the reaction product. The product is: [F:1][C:2]([F:16])([F:15])[C:3]1[CH:14]=[CH:13][C:6]2[S:7][C:8]([C:10]([O:22][CH2:21][CH2:20][CH2:19][CH2:18][CH3:17])=[O:11])=[CH:9][C:5]=2[CH:4]=1.